Predict which catalyst facilitates the given reaction. From a dataset of Catalyst prediction with 721,799 reactions and 888 catalyst types from USPTO. Reactant: [NH2:1][C:2]1[C:6]([CH2:7][C:8]2[CH:13]=[CH:12][CH:11]=[C:10]([Cl:14])[C:9]=2[Cl:15])=[C:5]([OH:16])[N:4]([CH3:17])[N:3]=1.O=[C:19]([C:26]1[CH:31]=[CH:30][N:29]=[CH:28][CH:27]=1)[CH2:20][C:21](OCC)=[O:22]. Product: [Cl:15][C:9]1[C:10]([Cl:14])=[CH:11][CH:12]=[CH:13][C:8]=1[CH2:7][C:6]1[C:5](=[O:16])[N:4]([CH3:17])[N:3]2[C:21]([OH:22])=[CH:20][C:19]([C:26]3[CH:31]=[CH:30][N:29]=[CH:28][CH:27]=3)=[N:1][C:2]=12. The catalyst class is: 15.